This data is from Forward reaction prediction with 1.9M reactions from USPTO patents (1976-2016). The task is: Predict the product of the given reaction. (1) Given the reactants [F:1][C:2]1[C:11]2[O:10][CH2:9][CH:8]([CH2:12]OS(C3C=CC(C)=CC=3)(=O)=O)[O:7][C:6]=2[CH:5]=[C:4]([S:24]([CH3:27])(=[O:26])=[O:25])[CH:3]=1.[CH2:28]([NH:30][CH2:31][CH2:32][CH3:33])[CH3:29], predict the reaction product. The product is: [CH2:28]([N:30]([CH2:12][CH:8]1[O:7][C:6]2[CH:5]=[C:4]([S:24]([CH3:27])(=[O:25])=[O:26])[CH:3]=[C:2]([F:1])[C:11]=2[O:10][CH2:9]1)[CH2:31][CH2:32][CH3:33])[CH3:29]. (2) Given the reactants C=O.[CH3:3][C:4]1[S:13][C:12]2[NH:11][C:10]3[CH:14]=[CH:15][CH:16]=[CH:17][C:9]=3[N:8]=[C:7]([N:18]3[CH2:23][CH2:22][NH:21][C@@H:20]([CH2:24][OH:25])[CH2:19]3)[C:6]=2[CH:5]=1.Cl[CH:27](Cl)C.C(O[BH-](OC(=O)C)OC(=O)C)(=O)C.[Na+], predict the reaction product. The product is: [CH3:27][N:21]1[CH2:22][CH2:23][N:18]([C:7]2[C:6]3[CH:5]=[C:4]([CH3:3])[S:13][C:12]=3[NH:11][C:10]3[CH:14]=[CH:15][CH:16]=[CH:17][C:9]=3[N:8]=2)[CH2:19][C@@H:20]1[CH2:24][OH:25]. (3) Given the reactants Br[C:2]1[CH:15]=[CH:14][C:5]([O:6][CH2:7][CH2:8][N:9]2[CH2:13][CH2:12][CH2:11][CH2:10]2)=[CH:4][CH:3]=1.C([Li])CCC.[B:21](OC)([O:24]C)[O:22]C.B([O-])([O-])OC.[NH4+].[Cl-], predict the reaction product. The product is: [N:9]1([CH2:8][CH2:7][O:6][C:5]2[CH:14]=[CH:15][C:2]([B:21]([OH:24])[OH:22])=[CH:3][CH:4]=2)[CH2:13][CH2:12][CH2:11][CH2:10]1. (4) Given the reactants FC(F)(F)C(O)=O.[Cl:8][C:9]1[CH:10]=[CH:11][C:12]([C:17]([C:31]2[CH:36]=[CH:35][C:34]([S:37][CH:38]3[CH2:40][CH2:39]3)=[CH:33][CH:32]=2)=[CH:18][C@H:19]2[CH2:23][CH2:22][N:21](C(OC(C)(C)C)=O)[CH2:20]2)=[N:13][C:14]=1[O:15][CH3:16], predict the reaction product. The product is: [Cl:8][C:9]1[C:14]([O:15][CH3:16])=[N:13][C:12]([C:17]([C:31]2[CH:32]=[CH:33][C:34]([S:37][CH:38]3[CH2:39][CH2:40]3)=[CH:35][CH:36]=2)=[CH:18][C@H:19]2[CH2:23][CH2:22][NH:21][CH2:20]2)=[CH:11][CH:10]=1. (5) Given the reactants Cl[C:2]1[C:7]([CH:8]=[O:9])=[CH:6][CH:5]=[CH:4][N:3]=1.[Na+].[Cl:11][C:12]1[CH:17]=[CH:16][C:15]([S:18]([O-:20])=[O:19])=[CH:14][CH:13]=1, predict the reaction product. The product is: [Cl:11][C:12]1[CH:17]=[CH:16][C:15]([S:18]([C:2]2[C:7]([CH:8]=[O:9])=[CH:6][CH:5]=[CH:4][N:3]=2)(=[O:20])=[O:19])=[CH:14][CH:13]=1. (6) Given the reactants [Br:1][C:2]1[CH:3]=[CH:4][C:5]2[CH2:12][O:11][C:10]3[CH:13]=[CH:14][C:15]([Cl:17])=[CH:16][C:9]=3[NH:8][CH2:7][C:6]=2[CH:18]=1.[C:19](OC(=O)C)(=[O:21])[CH3:20].N1C=CC=CC=1, predict the reaction product. The product is: [Br:1][C:2]1[CH:3]=[CH:4][C:5]2[CH2:12][O:11][C:10]3[CH:13]=[CH:14][C:15]([Cl:17])=[CH:16][C:9]=3[N:8]([C:19](=[O:21])[CH3:20])[CH2:7][C:6]=2[CH:18]=1. (7) Given the reactants Cl[C:2]1[CH:11]=[CH:10][C:9]2[C:4](=[C:5]([F:12])[CH:6]=[CH:7][CH:8]=2)[N:3]=1.Cl.Cl.Cl.[F:16][C:17]1[CH:26]=[C:25]([C:27]2[C:32]([CH:33]3[CH2:38][CH2:37][NH:36][CH2:35][CH2:34]3)=[N:31][CH:30]=[CH:29][N:28]=2)[CH:24]=[CH:23][C:18]=1[C:19]([NH:21][CH3:22])=[O:20], predict the reaction product. The product is: [F:16][C:17]1[CH:26]=[C:25]([C:27]2[C:32]([CH:33]3[CH2:38][CH2:37][N:36]([C:2]4[CH:11]=[CH:10][C:9]5[C:4](=[C:5]([F:12])[CH:6]=[CH:7][CH:8]=5)[N:3]=4)[CH2:35][CH2:34]3)=[N:31][CH:30]=[CH:29][N:28]=2)[CH:24]=[CH:23][C:18]=1[C:19]([NH:21][CH3:22])=[O:20]. (8) Given the reactants Cl[CH2:2][C:3]1[CH:24]=[CH:23][C:6]2[S:7][CH:8]=[C:9]([C:10]3[CH:21]=[CH:20][C:13]([O:14][CH:15]4[CH2:19][CH2:18][O:17][CH2:16]4)=[CH:12][C:11]=3[CH3:22])[C:5]=2[CH:4]=1.[OH:25][C:26]1[CH:31]=[CH:30][C:29]([C@@H:32]([C:39]#[C:40][CH3:41])[CH2:33][C:34]([O:36][CH2:37][CH3:38])=[O:35])=[CH:28][CH:27]=1, predict the reaction product. The product is: [CH3:22][C:11]1[CH:12]=[C:13]([O:14][CH:15]2[CH2:19][CH2:18][O:17][CH2:16]2)[CH:20]=[CH:21][C:10]=1[C:9]1[C:5]2[CH:4]=[C:3]([CH2:2][O:25][C:26]3[CH:27]=[CH:28][C:29]([C@@H:32]([C:39]#[C:40][CH3:41])[CH2:33][C:34]([O:36][CH2:37][CH3:38])=[O:35])=[CH:30][CH:31]=3)[CH:24]=[CH:23][C:6]=2[S:7][CH:8]=1.